Dataset: Forward reaction prediction with 1.9M reactions from USPTO patents (1976-2016). Task: Predict the product of the given reaction. (1) Given the reactants [C:1]1([CH3:17])[CH:6]=[CH:5][CH:4]=[C:3]([NH:7][C:8]2[C:12]3[CH2:13][NH:14][CH2:15][CH2:16][C:11]=3[NH:10][N:9]=2)[CH:2]=1.[CH3:18][C:19](OC(C)=O)=[O:20], predict the reaction product. The product is: [C:1]1([CH3:17])[CH:6]=[CH:5][CH:4]=[C:3]([NH:7][C:8]2[C:12]3[CH2:13][N:14]([C:19](=[O:20])[CH3:18])[CH2:15][CH2:16][C:11]=3[NH:10][N:9]=2)[CH:2]=1. (2) Given the reactants Br[C:2]1[CH:7]=[CH:6][C:5]([N:8]2[C:12]([CH2:13][CH:14]3[CH2:17][N:16]([C:18]([CH:20]4[CH2:22][CH2:21]4)=[O:19])[CH2:15]3)=[N:11][NH:10][C:9]2=[O:23])=[C:4]([F:24])[CH:3]=1.[NH:25]1[C:33]2[C:28](=[CH:29][CH:30]=[C:31](B(O)O)[CH:32]=2)[CH:27]=[CH:26]1.C(=O)([O-])[O-].[K+].[K+], predict the reaction product. The product is: [CH:20]1([C:18]([N:16]2[CH2:17][CH:14]([CH2:13][C:12]3[N:8]([C:5]4[CH:6]=[CH:7][C:2]([C:31]5[CH:32]=[C:33]6[C:28]([CH:27]=[CH:26][NH:25]6)=[CH:29][CH:30]=5)=[CH:3][C:4]=4[F:24])[C:9](=[O:23])[NH:10][N:11]=3)[CH2:15]2)=[O:19])[CH2:22][CH2:21]1.